Dataset: Full USPTO retrosynthesis dataset with 1.9M reactions from patents (1976-2016). Task: Predict the reactants needed to synthesize the given product. Given the product [CH3:14][C:19]1([CH3:18])[CH2:42][C@:41]2([O:40][CH2:38]2)[CH2:43][C@@H:46]([CH2:45][S:20][C:21]2[S:22][C:23]3[CH:29]=[CH:28][CH:27]=[CH:26][C:24]=3[N:25]=2)[O:47]1, predict the reactants needed to synthesize it. The reactants are: C1C=CC(P([C:14]2[CH:19]=[CH:18]C=CC=2)C2C=CC=CC=2)=CC=1.[SH:20][C:21]1[S:22][C:23]2[CH:29]=[CH:28][CH:27]=[CH:26][C:24]=2[N:25]=1.N([C:38]([O:40][CH:41]([CH3:43])[CH3:42])=O)=N[C:38]([O:40][CH:41]([CH3:43])[CH3:42])=O.C1C[O:47][CH2:46][CH2:45]1.